Dataset: Catalyst prediction with 721,799 reactions and 888 catalyst types from USPTO. Task: Predict which catalyst facilitates the given reaction. (1) Reactant: Cl.[F:2][C:3]1[CH:15]=[CH:14][C:6]([O:7][CH:8]2[CH2:13][CH2:12][NH:11][CH2:10][CH2:9]2)=[CH:5][CH:4]=1.C(N(C(C)C)CC)(C)C.[N:25]([CH2:28][C:29]1[CH:34]=[CH:33][C:32]([O:35][CH3:36])=[CH:31][CH:30]=1)=[C:26]=[O:27]. Product: [CH3:36][O:35][C:32]1[CH:33]=[CH:34][C:29]([CH2:28][NH:25][C:26]([N:11]2[CH2:10][CH2:9][CH:8]([O:7][C:6]3[CH:14]=[CH:15][C:3]([F:2])=[CH:4][CH:5]=3)[CH2:13][CH2:12]2)=[O:27])=[CH:30][CH:31]=1. The catalyst class is: 10. (2) Reactant: [NH2:1][C:2]1[CH:11]=[C:10]([C:12]([O:14][CH3:15])=[O:13])[CH:9]=[CH:8][C:3]=1[C:4]([O:6]C)=O.[Cl:16][CH2:17][C:18]#[N:19]. Product: [Cl:16][CH2:17][C:18]1[NH:19][C:4](=[O:6])[C:3]2[C:2](=[CH:11][C:10]([C:12]([O:14][CH3:15])=[O:13])=[CH:9][CH:8]=2)[N:1]=1. The catalyst class is: 89. (3) Reactant: [Cl:1][C:2]1[N:10]=[C:9]2[C:5]([N:6]=[C:7]([CH:12]=O)[N:8]2[CH3:11])=[C:4]([N:14]2[CH2:19][CH2:18][O:17][CH2:16][CH2:15]2)[N:3]=1.[CH:20]([CH:23]1[NH:28][CH2:27][CH2:26][NH:25][C:24]1=[O:29])([CH3:22])[CH3:21].C(O[BH-](OC(=O)C)OC(=O)C)(=O)C.[Na+]. Product: [Cl:1][C:2]1[N:10]=[C:9]2[C:5]([N:6]=[C:7]([CH2:12][N:28]3[CH2:27][CH2:26][NH:25][C:24](=[O:29])[CH:23]3[CH:20]([CH3:22])[CH3:21])[N:8]2[CH3:11])=[C:4]([N:14]2[CH2:19][CH2:18][O:17][CH2:16][CH2:15]2)[N:3]=1. The catalyst class is: 26. (4) Reactant: [Cl:1][C:2]1[CH:7]=[C:6]([Cl:8])[CH:5]=[CH:4][C:3]=1[C:9]([C:11]1[N:12]([CH3:18])[C:13]([CH3:17])=[CH:14][C:15]=1[CH3:16])=[O:10].[Al+3].[Cl-].[Cl-].[Cl-].[Cl:23][CH2:24][C:25](Cl)=[O:26]. Product: [Cl:23][CH2:24][C:25]([C:14]1[C:15]([CH3:16])=[C:11]([C:9](=[O:10])[C:3]2[CH:4]=[CH:5][C:6]([Cl:8])=[CH:7][C:2]=2[Cl:1])[N:12]([CH3:18])[C:13]=1[CH3:17])=[O:26]. The catalyst class is: 26. (5) Reactant: [F:1][CH:2]([F:31])[CH2:3][C@H:4]([C@H:15]1[CH2:19][N:18]([C@@H](C2C=CC(OC)=CC=2)C)[C:17](=[O:30])[CH2:16]1)[O:5]CC1C=CC(OC)=CC=1. Product: [F:31][CH:2]([F:1])[CH2:3][C@H:4]([C@H:15]1[CH2:19][NH:18][C:17](=[O:30])[CH2:16]1)[OH:5]. The catalyst class is: 47. (6) Product: [Cl:13][C:14]1[CH:19]=[CH:18][C:17]([C:2]2[C:7]([C:8]([O:10][CH3:11])=[O:9])=[CH:6][N:5]=[CH:4][C:3]=2[F:12])=[C:16]([F:23])[CH:15]=1. The catalyst class is: 117. Reactant: Cl[C:2]1[C:7]([C:8]([O:10][CH3:11])=[O:9])=[CH:6][N:5]=[CH:4][C:3]=1[F:12].[Cl:13][C:14]1[CH:19]=[CH:18][C:17](B(O)O)=[C:16]([F:23])[CH:15]=1.P([O-])([O-])([O-])=O.[K+].[K+].[K+]. (7) Reactant: [C:1]1([C:24]2[CH:29]=[CH:28][CH:27]=[CH:26][CH:25]=2)[CH:6]=[CH:5][C:4]([O:7][CH2:8][C:9]#[C:10][C:11]2[CH:16]=[CH:15][C:14]([CH2:17][C@H:18]([O:22][CH3:23])[C:19]([OH:21])=[O:20])=[CH:13][CH:12]=2)=[CH:3][CH:2]=1.[H][H]. Product: [C:1]1([C:24]2[CH:25]=[CH:26][CH:27]=[CH:28][CH:29]=2)[CH:2]=[CH:3][C:4]([O:7][CH2:8][CH2:9][CH2:10][C:11]2[CH:16]=[CH:15][C:14]([CH2:17][C@H:18]([O:22][CH3:23])[C:19]([OH:21])=[O:20])=[CH:13][CH:12]=2)=[CH:5][CH:6]=1. The catalyst class is: 19.